Dataset: NCI-60 drug combinations with 297,098 pairs across 59 cell lines. Task: Regression. Given two drug SMILES strings and cell line genomic features, predict the synergy score measuring deviation from expected non-interaction effect. (1) Drug 1: CC1=C(C(CCC1)(C)C)C=CC(=CC=CC(=CC(=O)O)C)C. Drug 2: N.N.Cl[Pt+2]Cl. Cell line: 786-0. Synergy scores: CSS=18.5, Synergy_ZIP=3.65, Synergy_Bliss=-2.09, Synergy_Loewe=-30.1, Synergy_HSA=-10.0. (2) Drug 1: C1=NC2=C(N1)C(=S)N=C(N2)N. Drug 2: C1CCC(C(C1)N)N.C(=O)(C(=O)[O-])[O-].[Pt+4]. Cell line: LOX IMVI. Synergy scores: CSS=35.9, Synergy_ZIP=-4.89, Synergy_Bliss=-10.0, Synergy_Loewe=-10.7, Synergy_HSA=-8.54. (3) Drug 1: C1CN1P(=S)(N2CC2)N3CC3. Drug 2: CC1CCC2CC(C(=CC=CC=CC(CC(C(=O)C(C(C(=CC(C(=O)CC(OC(=O)C3CCCCN3C(=O)C(=O)C1(O2)O)C(C)CC4CCC(C(C4)OC)OCCO)C)C)O)OC)C)C)C)OC. Cell line: NCI/ADR-RES. Synergy scores: CSS=7.89, Synergy_ZIP=-3.16, Synergy_Bliss=1.97, Synergy_Loewe=-4.10, Synergy_HSA=-3.28. (4) Drug 1: CC1C(C(=O)NC(C(=O)N2CCCC2C(=O)N(CC(=O)N(C(C(=O)O1)C(C)C)C)C)C(C)C)NC(=O)C3=C4C(=C(C=C3)C)OC5=C(C(=O)C(=C(C5=N4)C(=O)NC6C(OC(=O)C(N(C(=O)CN(C(=O)C7CCCN7C(=O)C(NC6=O)C(C)C)C)C)C(C)C)C)N)C. Drug 2: CCN(CC)CCCC(C)NC1=C2C=C(C=CC2=NC3=C1C=CC(=C3)Cl)OC. Cell line: MOLT-4. Synergy scores: CSS=68.6, Synergy_ZIP=5.38, Synergy_Bliss=6.40, Synergy_Loewe=-5.53, Synergy_HSA=5.77. (5) Drug 2: CCN(CC)CCCC(C)NC1=C2C=C(C=CC2=NC3=C1C=CC(=C3)Cl)OC. Drug 1: CC1C(C(CC(O1)OC2CC(CC3=C2C(=C4C(=C3O)C(=O)C5=C(C4=O)C(=CC=C5)OC)O)(C(=O)C)O)N)O.Cl. Synergy scores: CSS=50.4, Synergy_ZIP=-2.81, Synergy_Bliss=-3.77, Synergy_Loewe=-1.23, Synergy_HSA=-1.06. Cell line: 786-0. (6) Drug 1: CC1C(C(CC(O1)OC2CC(CC3=C2C(=C4C(=C3O)C(=O)C5=C(C4=O)C(=CC=C5)OC)O)(C(=O)CO)O)N)O.Cl. Drug 2: C1=CC(=CC=C1CC(C(=O)O)N)N(CCCl)CCCl.Cl. Cell line: SNB-75. Synergy scores: CSS=10.6, Synergy_ZIP=-4.91, Synergy_Bliss=0.415, Synergy_Loewe=0.664, Synergy_HSA=1.02. (7) Drug 1: C1=NC2=C(N=C(N=C2N1C3C(C(C(O3)CO)O)F)Cl)N. Drug 2: C1CC(=O)NC(=O)C1N2C(=O)C3=CC=CC=C3C2=O. Cell line: MOLT-4. Synergy scores: CSS=36.5, Synergy_ZIP=0.449, Synergy_Bliss=-1.32, Synergy_Loewe=-61.5, Synergy_HSA=-3.25. (8) Drug 1: CC12CCC3C(C1CCC2O)C(CC4=C3C=CC(=C4)O)CCCCCCCCCS(=O)CCCC(C(F)(F)F)(F)F. Drug 2: CC(C)(C#N)C1=CC(=CC(=C1)CN2C=NC=N2)C(C)(C)C#N. Cell line: MDA-MB-231. Synergy scores: CSS=-0.915, Synergy_ZIP=2.79, Synergy_Bliss=4.10, Synergy_Loewe=0.0477, Synergy_HSA=-0.437. (9) Synergy scores: CSS=-4.90, Synergy_ZIP=1.93, Synergy_Bliss=0.995, Synergy_Loewe=-1.99, Synergy_HSA=-3.21. Drug 2: CC1=C(C(CCC1)(C)C)C=CC(=CC=CC(=CC(=O)O)C)C. Drug 1: CN(C)C1=NC(=NC(=N1)N(C)C)N(C)C. Cell line: OVCAR-5.